Dataset: Reaction yield outcomes from USPTO patents with 853,638 reactions. Task: Predict the reaction yield, written as a fraction of the theoretical maximum amount of product (1.0 means a 100% yield; for example, 0.34 means a 34% yield). (1) The reactants are Cl[C:2]1[CH:7]=[CH:6][C:5]([O:8][CH3:9])=[CH:4][CH:3]=1.[C:10]1(B(O)O)[CH:15]=[CH:14][CH:13]=[CH:12][CH:11]=1.[F-].[Cs+]. The catalyst is O1CCOCC1.CC([O-])=O.CC([O-])=O.[Pd+2].C1(P(C2C=CC=CC=2)C2[C-](N(C)C)C=CC=2)C=CC=CC=1.[CH-]1C=CC=C1.[Fe+2]. The product is [CH3:9][O:8][C:5]1[CH:6]=[CH:7][C:2]([C:10]2[CH:15]=[CH:14][CH:13]=[CH:12][CH:11]=2)=[CH:3][CH:4]=1. The yield is 0.700. (2) The product is [Cl:29][C:10]1[C:9]2[C:8](=[CH:16][CH:15]=[C:14]([C:17]([F:19])([F:18])[F:20])[CH:13]=2)[N:7]=[C:5]2[N:4]([C:21]3[CH:26]=[CH:25][CH:24]=[CH:23][N:22]=3)[N:3]=[C:2]([CH3:1])[C:6]=12. The reactants are [CH3:1][C:2]1[CH:6]=[C:5]([NH:7][C:8]2[CH:16]=[CH:15][C:14]([C:17]([F:20])([F:19])[F:18])=[CH:13][C:9]=2[C:10](O)=O)[N:4]([C:21]2[CH:26]=[CH:25][CH:24]=[CH:23][N:22]=2)[N:3]=1.P(Cl)(Cl)([Cl:29])=O. The yield is 0.500. No catalyst specified. (3) The reactants are [CH:1]([O:4][C:5](=[O:39])[NH:6][C@@H:7]1[CH2:38][C:10]2[N:11]([CH2:20][C:21]3[C:22]([N:27]4C(=O)C5C(=CC=CC=5)C4=O)=[N:23][CH:24]=[CH:25][CH:26]=3)[C:12]3[CH:13]=[CH:14][C:15]([C:18]#[N:19])=[CH:16][C:17]=3[C:9]=2[CH2:8]1)([CH3:3])[CH3:2].O.NN. The catalyst is O1CCCC1.C(O)C. The product is [CH:1]([O:4][C:5](=[O:39])[NH:6][C@@H:7]1[CH2:38][C:10]2[N:11]([CH2:20][C:21]3[C:22]([NH2:27])=[N:23][CH:24]=[CH:25][CH:26]=3)[C:12]3[CH:13]=[CH:14][C:15]([C:18]#[N:19])=[CH:16][C:17]=3[C:9]=2[CH2:8]1)([CH3:3])[CH3:2]. The yield is 0.840. (4) The reactants are Cl[C:2]1[N:7]=[C:6]([N:8]2[CH:12]=[CH:11][C:10]([C:13]([F:16])([F:15])[F:14])=[N:9]2)[N:5]=[C:4]([O:17][CH3:18])[CH:3]=1.[CH3:19][O:20][C:21]1[CH:26]=[CH:25][C:24](B(O)O)=[CH:23][CH:22]=1.COC1C=C(C2C=CC=CC=2)N=C(N2C=CC(C(F)(F)F)=N2)N=1. No catalyst specified. The product is [CH3:18][O:17][C:4]1[CH:3]=[C:2]([C:24]2[CH:25]=[CH:26][C:21]([O:20][CH3:19])=[CH:22][CH:23]=2)[N:7]=[C:6]([N:8]2[CH:12]=[CH:11][C:10]([C:13]([F:16])([F:15])[F:14])=[N:9]2)[N:5]=1. The yield is 0.550. (5) The reactants are C1CCCCCCC#1.C(N(CC)C(C)C)(C)C.FC(F)(F)C(OC1C(F)=C(F)C(F)=C(F)C=1F)=O.[OH:36][C:37]([CH2:39][CH2:40][CH2:41][CH2:42][C@H:43]1[C@@H:51]2[C@@H:46]([NH:47][C:48]([NH:50]2)=[O:49])[CH2:45][S:44]1)=[O:38]. The catalyst is CC#N.CN(C=O)C.C(N(CC)C(C)C)(C)C.C1(C)C=CC=CC=1.CC(C)=O. The product is [OH:38][C:37]([CH2:39][CH2:40][CH2:41][CH2:42][C@H:43]1[C@@H:51]2[C@@H:46]([NH:47][C:48]([NH:50]2)=[O:49])[CH2:45][S:44]1)=[O:36].[C:40]1[CH2:41][CH2:42][CH2:43][CH2:51][CH2:46][NH:47][C:48]#1. The yield is 0.400. (6) The reactants are [NH2:1][C:2]1[C:3]([CH3:13])=[C:4]([CH:9]=[C:10]([Br:12])[CH:11]=1)[C:5]([O:7][CH3:8])=[O:6].O=[C:15]1[CH2:20][CH2:19][N:18]([C:21]([O:23][C:24]([CH3:27])([CH3:26])[CH3:25])=[O:22])[CH2:17][CH2:16]1.C(O)(=O)C.C(O[BH-](OC(=O)C)OC(=O)C)(=O)C.[Na+]. The catalyst is ClC(Cl)C. The product is [Br:12][C:10]1[CH:9]=[C:4]([C:5]([O:7][CH3:8])=[O:6])[C:3]([CH3:13])=[C:2]([NH:1][CH:15]2[CH2:20][CH2:19][N:18]([C:21]([O:23][C:24]([CH3:27])([CH3:26])[CH3:25])=[O:22])[CH2:17][CH2:16]2)[CH:11]=1. The yield is 0.662. (7) The reactants are [C:1]([O:5][C:6]([C:8]1([CH3:32])[CH2:12][O:11][S:10](=[O:14])(=[O:13])[N:9]1[CH:15](C1C=CC(OC)=CC=1)C1C=CC(OC)=CC=1)=[O:7])([CH3:4])([CH3:3])[CH3:2].C(OC(C1(C)COS(=O)N1C)=O)(C)(C)C. No catalyst specified. The product is [C:1]([O:5][C:6]([C:8]1([CH3:32])[CH2:12][O:11][S:10](=[O:13])(=[O:14])[N:9]1[CH3:15])=[O:7])([CH3:4])([CH3:3])[CH3:2]. The yield is 0.940. (8) The reactants are [Mg].Br[C:3]1[CH:8]=[CH:7][C:6]([CH3:9])=[CH:5][CH:4]=1.[CH3:10][C:11]1[CH:25]=[CH:24][C:14]([C:15]([C:17]2[CH:22]=[CH:21][C:20]([CH3:23])=[CH:19][CH:18]=2)=[O:16])=[CH:13][CH:12]=1.C(=O)([O-])O.[Na+]. The catalyst is O1CCCC1.C(OCC)(=O)C. The product is [CH3:10][C:11]1[CH:12]=[CH:13][C:14]([C:15]([C:3]2[CH:8]=[CH:7][C:6]([CH3:9])=[CH:5][CH:4]=2)([C:17]2[CH:22]=[CH:21][C:20]([CH3:23])=[CH:19][CH:18]=2)[OH:16])=[CH:24][CH:25]=1. The yield is 0.860. (9) The reactants are CO[C:3](=[O:26])[CH:4]([C:11]1[CH:16]=[CH:15][C:14]([C:17]2[CH:18]=[C:19]3[C:23](=[CH:24][CH:25]=2)[NH:22][CH:21]=[CH:20]3)=[CH:13][CH:12]=1)[CH2:5][CH:6]1[CH2:10][CH2:9][CH2:8][CH2:7]1.[CH3:27][NH:28][C:29]([NH2:31])=[O:30].C[O-].[Mg+2].C[O-].CO. No catalyst specified. The product is [CH:6]1([CH2:5][CH:4]([C:11]2[CH:16]=[CH:15][C:14]([C:17]3[CH:18]=[C:19]4[C:23](=[CH:24][CH:25]=3)[NH:22][CH:21]=[CH:20]4)=[CH:13][CH:12]=2)[C:3]([NH:31][C:29]([NH:28][CH3:27])=[O:30])=[O:26])[CH2:10][CH2:9][CH2:8][CH2:7]1. The yield is 0.290.